This data is from Full USPTO retrosynthesis dataset with 1.9M reactions from patents (1976-2016). The task is: Predict the reactants needed to synthesize the given product. (1) Given the product [NH2:14][C:9]1[CH:10]=[CH:11][CH:12]=[C:13]2[C:8]=1[C:7](=[O:17])[C:6]1([NH:18][C:19](=[O:26])[CH2:20][N:21]3[CH:25]=[N:24][N:23]=[N:22]3)[C:5]3[CH:27]=[CH:28][C:29]([CH:31]([CH3:33])[CH3:32])=[CH:30][C:4]=3[O:3][C:2]12[OH:1], predict the reactants needed to synthesize it. The reactants are: [OH:1][C:2]12[C:13]3[C:8](=[C:9]([N+:14]([O-])=O)[CH:10]=[CH:11][CH:12]=3)[C:7](=[O:17])[C:6]1([NH:18][C:19](=[O:26])[CH2:20][N:21]1[CH:25]=[N:24][N:23]=[N:22]1)[C:5]1[CH:27]=[CH:28][C:29]([CH:31]([CH3:33])[CH3:32])=[CH:30][C:4]=1[O:3]2.O.Cl. (2) Given the product [CH3:1][O:2][C:3]1[CH:27]=[CH:26][CH:25]=[CH:24][C:4]=1[CH2:5][C:6]1[CH:7]=[CH:8][C:9]2[NH:21][C:15]3[CH:16]=[N:17][N:18]([CH3:19])[C:14]=3[C:12](=[O:13])[C:10]=2[CH:11]=1, predict the reactants needed to synthesize it. The reactants are: [CH3:1][O:2][C:3]1[CH:27]=[CH:26][CH:25]=[CH:24][C:4]=1[CH2:5][C:6]1[CH:7]=[CH:8][C:9]([N+:21]([O-])=O)=[C:10]([CH:12]([C:14]2[N:18]([CH3:19])[N:17]=[CH:16][C:15]=2I)[OH:13])[CH:11]=1.ClC1C=CC(CC2C=CC([N+]([O-])=O)=C(C(C3N(C)N=CC=3I)O)C=2)=CC=1. (3) Given the product [Cl:17][C:18]1[CH:23]=[CH:22][C:21]([C:24]2[CH:25]([C:27]3[CH:32]=[CH:31][CH:30]=[CH:29][CH:28]=3)[CH2:26][NH:52][N:51]=2)=[CH:20][CH:19]=1, predict the reactants needed to synthesize it. The reactants are: ClC1C=CC(C(=O)CC2C=CC=CC=2)=CC=1.[Cl:17][C:18]1[CH:23]=[CH:22][C:21]([C:24](=O)[C:25]([C:27]2[CH:32]=[CH:31][CH:30]=[CH:29][CH:28]=2)=[CH2:26])=[CH:20][CH:19]=1.N1CCCCC1.C(C1C=CC=CC=1)(=O)C=C.O.[NH2:51][NH2:52]. (4) Given the product [C:17]1([C:2]2[CH:7]=[C:6]([CH2:8][CH2:9][N:10]3[CH2:15][CH2:14][O:13][CH2:12][CH2:11]3)[CH:5]=[CH:4][C:3]=2[NH2:16])[CH2:22][CH2:21][CH2:20][CH2:19][CH:18]=1, predict the reactants needed to synthesize it. The reactants are: Br[C:2]1[CH:7]=[C:6]([CH2:8][CH2:9][N:10]2[CH2:15][CH2:14][O:13][CH2:12][CH2:11]2)[CH:5]=[CH:4][C:3]=1[NH2:16].[C:17]1(B(O)O)[CH2:22][CH2:21][CH2:20][CH2:19][CH:18]=1. (5) Given the product [Cl:1][C:2]1[C:3]([C:22]([NH:27][NH2:28])=[O:24])=[N:4][N:5]([C:14]2[CH:19]=[CH:18][C:17]([Cl:20])=[CH:16][C:15]=2[Cl:21])[C:6]=1[C:7]1[CH:12]=[CH:11][C:10]([Cl:13])=[CH:9][CH:8]=1, predict the reactants needed to synthesize it. The reactants are: [Cl:1][C:2]1[C:3]([C:22]([O:24]CC)=O)=[N:4][N:5]([C:14]2[CH:19]=[CH:18][C:17]([Cl:20])=[CH:16][C:15]=2[Cl:21])[C:6]=1[C:7]1[CH:12]=[CH:11][C:10]([Cl:13])=[CH:9][CH:8]=1.[NH2:27][NH2:28]. (6) Given the product [Cl:10][C:11]1[S:15][C:14]([C:16]([NH:18][C:19]2[C:20]3[C:28](=[O:29])[N:27]([CH2:8][C:4]4[CH:5]=[CH:6][CH:7]=[C:2]([I:1])[CH:3]=4)[C:26](=[O:30])[C:21]=3[N:22]=[C:23]([CH3:25])[N:24]=2)=[O:17])=[CH:13][CH:12]=1, predict the reactants needed to synthesize it. The reactants are: [I:1][C:2]1[CH:3]=[C:4]([CH2:8]O)[CH:5]=[CH:6][CH:7]=1.[Cl:10][C:11]1[S:15][C:14]([C:16]([NH:18][C:19]2[C:20]3[C:28](=[O:29])[NH:27][C:26](=[O:30])[C:21]=3[N:22]=[C:23]([CH3:25])[N:24]=2)=[O:17])=[CH:13][CH:12]=1.